This data is from Forward reaction prediction with 1.9M reactions from USPTO patents (1976-2016). The task is: Predict the product of the given reaction. (1) Given the reactants Br[C:2]1[CH:31]=[CH:30][C:5]2[C:6]3[C:11]([NH:12][C:13]4[CH:18]=[CH:17][C:16]([O:19][CH2:20][C:21]5[CH:26]=[CH:25][CH:24]=[C:23]([F:27])[CH:22]=5)=[C:15]([Cl:28])[CH:14]=4)=[N:10][CH:9]=[N:8][C:7]=3[S:29][C:4]=2[CH:3]=1.[CH2:32]([O:34][C:35](=[O:42])[CH2:36][C:37]([O:39][CH2:40][CH3:41])=[O:38])[CH3:33].[H-].[Na+], predict the reaction product. The product is: [CH2:32]([O:34][C:35](=[O:42])[CH:36]([C:2]1[CH:31]=[CH:30][C:5]2[C:6]3[C:11]([NH:12][C:13]4[CH:18]=[CH:17][C:16]([O:19][CH2:20][C:21]5[CH:26]=[CH:25][CH:24]=[C:23]([F:27])[CH:22]=5)=[C:15]([Cl:28])[CH:14]=4)=[N:10][CH:9]=[N:8][C:7]=3[S:29][C:4]=2[CH:3]=1)[C:37]([O:39][CH2:40][CH3:41])=[O:38])[CH3:33]. (2) Given the reactants [F:1][C:2]([F:37])([F:36])[C:3]1[CH:4]=[C:5]([CH:29]=[C:30]([C:32]([F:35])([F:34])[F:33])[CH:31]=1)[CH2:6][S:7]([N:10]([CH2:12][C:13]1[CH:17]=[C:16]([C:18]([O:20]C)=[O:19])[N:15]([C:22]2[C:27]([Cl:28])=[CH:26][CH:25]=[CH:24][N:23]=2)[N:14]=1)[CH3:11])(=[O:9])=[O:8].[OH-].[Na+], predict the reaction product. The product is: [F:36][C:2]([F:1])([F:37])[C:3]1[CH:4]=[C:5]([CH:29]=[C:30]([C:32]([F:35])([F:33])[F:34])[CH:31]=1)[CH2:6][S:7]([N:10]([CH2:12][C:13]1[CH:17]=[C:16]([C:18]([OH:20])=[O:19])[N:15]([C:22]2[C:27]([Cl:28])=[CH:26][CH:25]=[CH:24][N:23]=2)[N:14]=1)[CH3:11])(=[O:9])=[O:8]. (3) The product is: [C:19](=[NH:18])([O:17][CH2:16][CH2:15][C:12]1[CH:11]=[CH:10][C:9]([O:8][C:6]2[CH:5]=[CH:4][CH:3]=[C:2]([CH3:1])[N:7]=2)=[CH:14][CH:13]=1)[NH2:20]. Given the reactants [CH3:1][C:2]1[N:7]=[C:6]([O:8][C:9]2[CH:14]=[CH:13][C:12]([CH2:15][CH2:16][OH:17])=[CH:11][CH:10]=2)[CH:5]=[CH:4][CH:3]=1.[N:18]#[C:19][NH2:20].OS(C(F)(F)F)(=O)=O, predict the reaction product. (4) Given the reactants [O:1]=[C:2]1[N:8]2[C@H:4]([CH2:5][C:6]([C:15]3[CH:20]=[CH:19][C:18]([N:21]4[CH2:25][CH2:24][O:23][C:22]4=[O:26])=[CH:17][CH:16]=3)=[C:7]2[C:9]([O:11][CH2:12][CH:13]=[CH2:14])=[O:10])[C@H:3]1[C@H:27]([O:29][Si](C)(C)C)[CH3:28].O.Cl.C(=O)([O-])O.[Na+], predict the reaction product. The product is: [OH:29][C@@H:27]([C@H:3]1[C:2](=[O:1])[N:8]2[C@@H:4]1[CH2:5][C:6]([C:15]1[CH:16]=[CH:17][C:18]([N:21]3[CH2:25][CH2:24][O:23][C:22]3=[O:26])=[CH:19][CH:20]=1)=[C:7]2[C:9]([O:11][CH2:12][CH:13]=[CH2:14])=[O:10])[CH3:28]. (5) The product is: [Cl:1][C:2]1[C:9]([CH3:10])=[C:8]2[C:5]([CH:6]=[C:23]([C:17]3[CH:18]=[C:19]([O:21][CH3:22])[CH:20]=[C:15]([O:14][CH3:13])[CH:16]=3)[C:24](=[O:25])[N:11]2[CH3:12])=[CH:4][N:3]=1. Given the reactants [Cl:1][C:2]1[C:9]([CH3:10])=[C:8]([NH:11][CH3:12])[C:5]([CH:6]=O)=[CH:4][N:3]=1.[CH3:13][O:14][C:15]1[CH:16]=[C:17]([CH2:23][C:24](OC)=[O:25])[CH:18]=[C:19]([O:21][CH3:22])[CH:20]=1.C(=O)([O-])[O-].[K+].[K+], predict the reaction product. (6) Given the reactants [CH:1]1([C:4]2[CH:9]=[CH:8][C:7]([N+:10]([O-])=O)=[C:6]([F:13])[CH:5]=2)[CH2:3][CH2:2]1.[Cl-].[NH4+].CCO.C1COCC1, predict the reaction product. The product is: [CH:1]1([C:4]2[CH:9]=[CH:8][C:7]([NH2:10])=[C:6]([F:13])[CH:5]=2)[CH2:3][CH2:2]1. (7) Given the reactants [CH3:1][C:2]([CH3:28])([CH2:16][CH2:17][O:18]COCC1C=CC=CC=1)[CH2:3][CH2:4][C:5]12[CH:14]=[CH:13][CH:12]=[CH:11][CH:10]1[C:9](=[O:15])[NH:8][C:6]2=[O:7].Cl, predict the reaction product. The product is: [CH3:1][C:2]([CH3:28])([CH2:16][CH2:17][OH:18])[CH2:3][CH2:4][C:5]12[CH:14]=[CH:13][CH:12]=[CH:11][CH:10]1[C:9](=[O:15])[NH:8][C:6]2=[O:7]. (8) Given the reactants [CH2:1]([O:3][C:4](=[O:42])[CH2:5][N:6]([C:15]([C:17]1([CH2:33][O:34]CC2C=CC=CC=2)[CH2:20][CH2:19][N:18]1[C:21](=[O:32])[CH2:22][C:23]1[C:24]2[CH:31]=[CH:30][CH:29]=[CH:28][C:25]=2[S:26][CH:27]=1)=[O:16])[CH2:7][C:8]1[CH:13]=[CH:12][C:11]([Cl:14])=[CH:10][CH:9]=1)[CH3:2].B(Br)(Br)Br.C([O-])(O)=O.[Na+], predict the reaction product. The product is: [CH2:1]([O:3][C:4](=[O:42])[CH2:5][N:6]([C:15]([C:17]1([CH2:33][OH:34])[CH2:20][CH2:19][N:18]1[C:21](=[O:32])[CH2:22][C:23]1[C:24]2[CH:31]=[CH:30][CH:29]=[CH:28][C:25]=2[S:26][CH:27]=1)=[O:16])[CH2:7][C:8]1[CH:13]=[CH:12][C:11]([Cl:14])=[CH:10][CH:9]=1)[CH3:2]. (9) Given the reactants [NH2:1][C@@H:2]1[CH2:6][C@H:5]([O:7][CH2:8][CH2:9][OH:10])[C@@H:4]([OH:11])[C@H:3]1[OH:12].[Cl:13][C:14]1[C:19]([NH2:20])=[C:18](Cl)[N:17]=[C:16]([S:22][CH2:23][CH2:24][CH3:25])[N:15]=1.C(N(CC)CC)C, predict the reaction product. The product is: [NH2:20][C:19]1[C:18]([NH:1][C@@H:2]2[CH2:6][C@H:5]([O:7][CH2:8][CH2:9][OH:10])[C@@H:4]([OH:11])[C@H:3]2[OH:12])=[N:17][C:16]([S:22][CH2:23][CH2:24][CH3:25])=[N:15][C:14]=1[Cl:13].